This data is from Full USPTO retrosynthesis dataset with 1.9M reactions from patents (1976-2016). The task is: Predict the reactants needed to synthesize the given product. (1) Given the product [Br:1][C:2]1[CH:7]=[CH:6][C:5]2[N:8]=[C:9]([C:10]3[CH:11]=[CH:12][C:13]([CH:16]([F:17])[F:18])=[CH:14][CH:15]=3)[O:20][C:4]=2[CH:3]=1, predict the reactants needed to synthesize it. The reactants are: [Br:1][C:2]1[CH:7]=[CH:6][C:5]([NH:8][C:9](=O)[C:10]2[CH:15]=[CH:14][C:13]([CH:16]([F:18])[F:17])=[CH:12][CH:11]=2)=[C:4]([OH:20])[CH:3]=1.P(Cl)(Cl)(Cl)=O. (2) Given the product [CH2:27]([CH:26]([NH:25][C:6]1[C:5]([C:3]([OH:4])=[O:2])=[C:10]([CH3:11])[N:9]=[C:8]2[C:12]([C:16]3[C:17]([CH3:24])=[CH:18][C:19]([CH3:23])=[CH:20][C:21]=3[CH3:22])=[CH:13][N:14]([CH3:15])[C:7]=12)[CH2:29][CH3:30])[CH3:28], predict the reactants needed to synthesize it. The reactants are: C[O:2][C:3]([C:5]1[C:6]([NH:25][CH:26]([CH2:29][CH3:30])[CH2:27][CH3:28])=[C:7]2[N:14]([CH3:15])[CH:13]=[C:12]([C:16]3[C:21]([CH3:22])=[CH:20][C:19]([CH3:23])=[CH:18][C:17]=3[CH3:24])[C:8]2=[N:9][C:10]=1[CH3:11])=[O:4].[OH-].[Na+].Cl. (3) Given the product [Cl:1][C:2]1[CH:18]=[CH:17][C:5]2[CH2:6][CH2:7][N:8]([C:11](=[O:16])[C:12]([F:15])([F:14])[F:13])[CH2:9][CH2:10][C:4]=2[C:3]=1[NH:33][CH2:32][C:31]1[CH:34]=[CH:35][C:28]([Cl:27])=[CH:29][CH:30]=1, predict the reactants needed to synthesize it. The reactants are: [Cl:1][C:2]1[CH:18]=[CH:17][C:5]2[CH2:6][CH2:7][N:8]([C:11](=[O:16])[C:12]([F:15])([F:14])[F:13])[CH2:9][CH2:10][C:4]=2[C:3]=1OS(C(F)(F)F)(=O)=O.[Cl:27][C:28]1[CH:35]=[CH:34][C:31]([CH2:32][NH2:33])=[CH:30][CH:29]=1. (4) Given the product [F:1][C:2]1[CH:7]=[CH:6][C:5]([C@H:8]([NH:10][C@H:11]2[CH2:15][CH2:14][C@@H:13]([C:16]3[CH:21]=[N:20][C:19]([NH:29][CH2:30][CH2:31][S:32]([NH2:35])(=[O:34])=[O:33])=[N:18][CH:17]=3)[CH2:12]2)[CH3:9])=[CH:4][C:3]=1[O:26][CH3:27], predict the reactants needed to synthesize it. The reactants are: [F:1][C:2]1[CH:7]=[CH:6][C:5]([C@H:8]([NH:10][C@H:11]2[CH2:15][CH2:14][C@@H:13]([C:16]3[CH:17]=[N:18][C:19](S(C)(=O)=O)=[N:20][CH:21]=3)[CH2:12]2)[CH3:9])=[CH:4][C:3]=1[O:26][CH3:27].Cl.[NH2:29][CH2:30][CH2:31][S:32]([NH2:35])(=[O:34])=[O:33].